This data is from Reaction yield outcomes from USPTO patents with 853,638 reactions. The task is: Predict the reaction yield, written as a fraction of the theoretical maximum amount of product (1.0 means a 100% yield; for example, 0.34 means a 34% yield). (1) The reactants are [CH3:1][C:2]1([CH3:11])[O:6][C@@H:5]([C:7]([O:9]C)=[O:8])[CH2:4][O:3]1.[OH-].[K+:13]. The catalyst is CO.CCOCC. The product is [K+:13].[CH3:1][C:2]1([CH3:11])[O:6][C@@H:5]([C:7]([O-:9])=[O:8])[CH2:4][O:3]1. The yield is 0.940. (2) The reactants are COC(=O)C[S:5][C:6](=S)[C:7]1[CH:12]=[CH:11][CH:10]=[CH:9][CH:8]=1.[NH2:15][NH2:16]. The catalyst is C(O)C. The product is [C:6]([NH:15][NH2:16])(=[S:5])[C:7]1[CH:12]=[CH:11][CH:10]=[CH:9][CH:8]=1. The yield is 0.940. (3) The catalyst is CN(C=O)C. The reactants are [Br:1][C:2]1[CH:7]=[CH:6][C:5]([OH:8])=[CH:4][C:3]=1[CH3:9].Br[C:11]1[N:16]=[C:15]([CH3:17])[C:14]([CH:18]=[O:19])=[CH:13][CH:12]=1.C([O-])([O-])=O.[K+].[K+]. The product is [Br:1][C:2]1[CH:7]=[CH:6][C:5]([O:8][C:11]2[N:16]=[C:15]([CH3:17])[C:14]([CH:18]=[O:19])=[CH:13][CH:12]=2)=[CH:4][C:3]=1[CH3:9]. The yield is 0.340.